Dataset: Full USPTO retrosynthesis dataset with 1.9M reactions from patents (1976-2016). Task: Predict the reactants needed to synthesize the given product. (1) The reactants are: C[O:2][C:3](=[O:24])[C:4]1[CH:9]=[C:8]([C:10]2[S:11][CH:12]=[C:13]([C:15]3[CH:20]=[CH:19][C:18]([Cl:21])=[C:17]([Cl:22])[CH:16]=3)[N:14]=2)[CH:7]=[CH:6][C:5]=1Br.[Cl:25][C:26]1[CH:31]=[CH:30][CH:29]=[C:28]([O:32][CH3:33])[C:27]=1B(O)O. Given the product [Cl:25][C:26]1[CH:31]=[CH:30][CH:29]=[C:28]([O:32][CH3:33])[C:27]=1[C:5]1[C:4]([C:3]([OH:2])=[O:24])=[CH:9][C:8]([C:10]2[S:11][CH:12]=[C:13]([C:15]3[CH:20]=[CH:19][C:18]([Cl:21])=[C:17]([Cl:22])[CH:16]=3)[N:14]=2)=[CH:7][CH:6]=1, predict the reactants needed to synthesize it. (2) Given the product [CH2:62]([O:69][C:70](=[O:78])[CH2:71][C@@H:72]([NH:77][C:33](=[O:34])[CH2:32][CH2:31][CH2:30][CH2:29][CH2:28][CH2:27][CH2:26][O:25][CH2:24][C:23]1[CH:35]=[C:36]([F:39])[CH:37]=[CH:38][C:22]=1[F:21])[CH2:73][N:74]([CH3:75])[CH3:76])[C:63]1[CH:68]=[CH:67][CH:66]=[CH:65][CH:64]=1, predict the reactants needed to synthesize it. The reactants are: C(O)CCCCCCCO.FC1C=CC(F)=CC=1CBr.[F:21][C:22]1[CH:38]=[CH:37][C:36]([F:39])=[CH:35][C:23]=1[CH2:24][O:25][CH2:26][CH2:27][CH2:28][CH2:29][CH2:30][CH2:31][CH2:32][CH2:33][OH:34].FC1C=CC(F)=CC=1COCCCCCCCC(O)=O.Cl.Cl.[CH2:62]([O:69][C:70](=[O:78])[CH2:71][C@@H:72]([NH2:77])[CH2:73][N:74]([CH3:76])[CH3:75])[C:63]1[CH:68]=[CH:67][CH:66]=[CH:65][CH:64]=1. (3) The reactants are: [NH:1]1[CH:5]=[C:4]([C:6]#[N:7])[CH:3]=[N:2]1.[O-]P([O-])([O-])=O.[K+].[K+].[K+].[Cl:16][C:17]1[C:18]([F:31])=[C:19]([C:24]2[N:29]=[CH:28][N:27]=[C:26]([OH:30])[CH:25]=2)[C:20](I)=[CH:21][CH:22]=1.CN[C@@H]1CCCC[C@H]1NC. Given the product [Cl:16][C:17]1[CH:22]=[CH:21][C:20]([N:1]2[CH:5]=[C:4]([C:6]#[N:7])[CH:3]=[N:2]2)=[C:19]([C:24]2[CH:25]=[C:26]([OH:30])[N:27]=[CH:28][N:29]=2)[C:18]=1[F:31], predict the reactants needed to synthesize it. (4) Given the product [CH:37]1([NH:38][C:18](=[O:20])[C:17]2[CH:16]=[CH:15][C:14]([N:10]3[C:9]4[CH:8]=[CH:7][CH:6]=[C:5]([NH:4][CH2:3][CH:2]([CH3:23])[CH3:1])[C:13]=4[N:12]=[CH:11]3)=[CH:22][CH:21]=2)[CH2:35][CH2:36]1, predict the reactants needed to synthesize it. The reactants are: [CH3:1][CH:2]([CH3:23])[CH2:3][NH:4][C:5]1[C:13]2[N:12]=[CH:11][N:10]([C:14]3[CH:22]=[CH:21][C:17]([C:18]([OH:20])=O)=[CH:16][CH:15]=3)[C:9]=2[CH:8]=[CH:7][CH:6]=1.CN(C(ON1N=NC2[CH:35]=[CH:36][CH:37]=[N:38]C1=2)=[N+](C)C)C.F[P-](F)(F)(F)(F)F.CCN(C(C)C)C(C)C.C1(N)CC1. (5) Given the product [F:10][C:7]1[CH:8]=[CH:9][C:4]([C@H:2]([OH:3])[CH3:1])=[CH:5][C:6]=1[O:11][CH3:12], predict the reactants needed to synthesize it. The reactants are: [CH3:1][C:2]([C:4]1[CH:9]=[CH:8][C:7]([F:10])=[C:6]([O:11][CH3:12])[CH:5]=1)=[O:3].B(Cl)([C@@H]1[C@H](C)[C@@H]2C(C)(C)[C@@H](C2)C1)[C@@H]1[C@H](C)[C@@H]2C(C)(C)[C@@H](C2)C1. (6) Given the product [OH:4][CH2:3][C:2]([NH:1][S:21]([C:17]1[CH:18]=[N:19][CH:20]=[C:15]([Br:14])[CH:16]=1)(=[O:23])=[O:22])([CH3:6])[CH3:5], predict the reactants needed to synthesize it. The reactants are: [NH2:1][C:2]([CH3:6])([CH3:5])[CH2:3][OH:4].CCN(CC)CC.[Br:14][C:15]1[CH:16]=[C:17]([S:21](Cl)(=[O:23])=[O:22])[CH:18]=[N:19][CH:20]=1.C(O)(=O)CC(CC(O)=O)(C(O)=O)O.